Predict which catalyst facilitates the given reaction. From a dataset of Catalyst prediction with 721,799 reactions and 888 catalyst types from USPTO. (1) Reactant: [Br:1][C:2]1[CH:3]=[N:4][CH:5]=[C:6]([C:8]2[CH:9]=[N:10][N:11]([CH3:13])[CH:12]=2)[CH:7]=1.O.O.O.O.O.O.C(O[O-])(=O)C1C(=CC=CC=1)C([O-])=[O:24].[Mg+2]. Product: [Br:1][C:2]1[CH:3]=[N+:4]([O-:24])[CH:5]=[C:6]([C:8]2[CH:9]=[N:10][N:11]([CH3:13])[CH:12]=2)[CH:7]=1. The catalyst class is: 41. (2) Reactant: [Cl:1][C:2]1[C:3]([I:12])=[CH:4][C:5]([N+:9]([O-])=O)=[C:6]([CH:8]=1)[NH2:7].[NH4+].[Cl-]. Product: [Cl:1][C:2]1[CH:8]=[C:6]([NH2:7])[C:5]([NH2:9])=[CH:4][C:3]=1[I:12]. The catalyst class is: 314. (3) The catalyst class is: 7. Product: [CH3:7][C:4]12[C:3]([CH3:11])([CH3:10])[C@@:2]([C:12]([OH:14])=[O:13])([CH2:6][CH2:5]1)[O:9][CH2:8]2. Reactant: O[C@:2]1([C:12]([OH:14])=[O:13])[CH2:6][CH2:5][C:4]([CH2:8][OH:9])([CH3:7])[C:3]1([CH3:11])[CH3:10].C1(P(C2C=CC=CC=2)C2C=CC=CC=2)C=CC=CC=1.CC(OC(/N=N/C(OC(C)C)=O)=O)C. (4) The catalyst class is: 171. Product: [O:3]=[C:4]1[CH2:5][C:6]2([CH2:11][CH2:10][N:9]([C:12]([O:14][C:15]([CH3:18])([CH3:17])[CH3:16])=[O:13])[CH2:8][CH2:7]2)[CH2:19][NH:20]1. Reactant: C([O:3][C:4](=O)[CH2:5][C:6]1([CH2:19][N+:20]([O-])=O)[CH2:11][CH2:10][N:9]([C:12]([O:14][C:15]([CH3:18])([CH3:17])[CH3:16])=[O:13])[CH2:8][CH2:7]1)C. (5) Reactant: [CH3:1][C:2]1[CH:11]=[CH:10][C:9]2[CH2:8][NH:7][CH2:6][CH2:5][C:4]=2[N:3]=1.C(N(CC)CC)C.[C:19](Cl)(=[O:21])[CH3:20]. Product: [C:19]([N:7]1[CH2:6][CH2:5][C:4]2[N:3]=[C:2]([CH3:1])[CH:11]=[CH:10][C:9]=2[CH2:8]1)(=[O:21])[CH3:20]. The catalyst class is: 2. (6) Product: [F:1][C:2]1[CH:7]=[CH:6][C:5]([O:8][CH2:11][CH2:12][CH2:13][O:18][C:15]2[CH:6]=[CH:7][C:2]([F:1])=[CH:3][C:4]=2[I:9])=[C:4]([I:9])[CH:3]=1. Reactant: [F:1][C:2]1[CH:7]=[CH:6][C:5]([OH:8])=[C:4]([I:9])[CH:3]=1.Br[CH2:11][CH2:12][CH2:13]Br.[C:15](=[O:18])([O-])[O-].[K+].[K+]. The catalyst class is: 21. (7) Reactant: [CH2:1]([NH:8][CH:9]1[CH2:14][CH2:13][CH:12]([CH2:15]OS(C2C=CC(C)=CC=2)(=O)=O)[CH2:11][CH:10]1[CH3:27])[C:2]1[CH:7]=[CH:6][CH:5]=[CH:4][CH:3]=1.[NH2:28][C:29]1[CH:34]=[CH:33][CH:32]=[CH:31][CH:30]=1.C(=O)([O-])[O-].[K+].[K+]. Product: [CH2:1]([NH:8][CH:9]1[CH2:14][CH2:13][CH:12]([CH2:15][NH:28][C:29]2[CH:34]=[CH:33][CH:32]=[CH:31][CH:30]=2)[CH2:11][CH:10]1[CH3:27])[C:2]1[CH:3]=[CH:4][CH:5]=[CH:6][CH:7]=1. The catalyst class is: 23.